From a dataset of Forward reaction prediction with 1.9M reactions from USPTO patents (1976-2016). Predict the product of the given reaction. (1) Given the reactants C[Si](C)(C)N[Si](C)(C)C.[Na].C1COCC1.[Cl:16][C:17]1[CH:25]=[CH:24][C:20]2[O:21][CH2:22][O:23][C:19]=2[C:18]=1[NH2:26].Cl[C:28]1[C:33]([C:34]#[N:35])=[CH:32][N:31]=[C:30]2[N:36]=[C:37]([S:39][CH3:40])[S:38][C:29]=12, predict the reaction product. The product is: [Cl:16][C:17]1[CH:25]=[CH:24][C:20]2[O:21][CH2:22][O:23][C:19]=2[C:18]=1[NH:26][C:28]1[C:33]([C:34]#[N:35])=[CH:32][N:31]=[C:30]2[N:36]=[C:37]([S:39][CH3:40])[S:38][C:29]=12. (2) The product is: [NH2:1][C:2]1[CH:3]=[C:4]([CH:9]([CH:14]([CH3:16])[CH3:15])[CH2:10][C:11]([O:13][CH3:22])=[O:12])[CH:5]=[CH:6][C:7]=1[Cl:8]. Given the reactants [NH2:1][C:2]1[CH:3]=[C:4]([C:9]([CH:14]([CH3:16])[CH3:15])=[CH:10][C:11]([O-:13])=[O:12])[CH:5]=[CH:6][C:7]=1[Cl:8].[Mg].II.[Cl-].[NH4+].[CH3:22]O, predict the reaction product.